Dataset: Full USPTO retrosynthesis dataset with 1.9M reactions from patents (1976-2016). Task: Predict the reactants needed to synthesize the given product. (1) The reactants are: [F:1][C:2]([F:25])([F:24])[C:3]1[CH:4]=[C:5]([S:9][C@@H:10]2[CH2:15][CH2:14][C@H:13]([NH:16][C:17](=[O:23])[O:18][C:19]([CH3:22])([CH3:21])[CH3:20])[CH2:12][CH2:11]2)[CH:6]=[CH:7][CH:8]=1.C([O-])(O)=[O:27].[Na+].C1C=C(Cl)C=C(C(OO)=O)C=1.[OH2:42]. Given the product [F:25][C:2]([F:24])([F:1])[C:3]1[CH:4]=[C:5]([S:9]([C@@H:10]2[CH2:11][CH2:12][C@H:13]([NH:16][C:17](=[O:23])[O:18][C:19]([CH3:20])([CH3:21])[CH3:22])[CH2:14][CH2:15]2)(=[O:27])=[O:42])[CH:6]=[CH:7][CH:8]=1, predict the reactants needed to synthesize it. (2) Given the product [Br:1][C:2]1[CH:3]=[N:4][C:5]2[N:6]([N:8]=[C:9]([C:11]([N:21]3[CH2:20][CH2:19][N:18]4[N:14]=[CH:15][CH:16]=[C:17]4[CH2:22]3)=[O:13])[CH:10]=2)[CH:7]=1, predict the reactants needed to synthesize it. The reactants are: [Br:1][C:2]1[CH:3]=[N:4][C:5]2[N:6]([N:8]=[C:9]([C:11]([OH:13])=O)[CH:10]=2)[CH:7]=1.[N:14]1[N:18]2[CH2:19][CH2:20][NH:21][CH2:22][C:17]2=[CH:16][CH:15]=1. (3) The reactants are: [N+:1]([C:4]1[CH:5]=[C:6]([CH:10]=[CH:11][C:12]=1[N+:13]([O-:15])=[O:14])[C:7]([OH:9])=O)([O-:3])=[O:2].P(Cl)(Cl)(Cl)(Cl)Cl.CCCCCC.[O:28]1[CH2:32][CH2:31][CH2:30][CH:29]1[CH2:33][N:34]1[CH2:39][CH2:38][NH:37][CH2:36][CH2:35]1. Given the product [N+:1]([C:4]1[CH:5]=[C:6]([C:7]([N:37]2[CH2:36][CH2:35][N:34]([CH2:33][CH:29]3[CH2:30][CH2:31][CH2:32][O:28]3)[CH2:39][CH2:38]2)=[O:9])[CH:10]=[CH:11][C:12]=1[N+:13]([O-:15])=[O:14])([O-:3])=[O:2], predict the reactants needed to synthesize it. (4) The reactants are: [Br:1][C:2]1[CH:3]=[C:4]2[C:8](=[CH:9][CH:10]=1)[N:7]([S:11]([C:14]1[CH:20]=[CH:19][C:17]([CH3:18])=[CH:16][CH:15]=1)(=[O:13])=[O:12])[CH:6]=[C:5]2[CH:21](O)[C:22]1[CH:27]=[CH:26][C:25]([C:28]([CH3:32])([CH3:31])[C:29]#[N:30])=[CH:24][CH:23]=1.[SiH](CC)(CC)CC.C(O)(C(F)(F)F)=O.O. Given the product [Br:1][C:2]1[CH:3]=[C:4]2[C:8](=[CH:9][CH:10]=1)[N:7]([S:11]([C:14]1[CH:15]=[CH:16][C:17]([CH3:18])=[CH:19][CH:20]=1)(=[O:13])=[O:12])[CH:6]=[C:5]2[CH2:21][C:22]1[CH:23]=[CH:24][C:25]([C:28]([CH3:32])([CH3:31])[C:29]#[N:30])=[CH:26][CH:27]=1, predict the reactants needed to synthesize it. (5) The reactants are: [C:1]([O:5][C:6](=[O:16])[NH:7][C@H:8]([C:11]1[CH:15]=[CH:14][S:13][CH:12]=1)[CH2:9]O)([CH3:4])([CH3:3])[CH3:2].C1(=O)[NH:21]C(=O)C2=CC=CC=C12.C1(P(C2C=CC=CC=2)C2C=CC=CC=2)C=CC=CC=1.N(C(OCC)=O)=NC(OCC)=O.O.NN. Given the product [C:1]([O:5][C:6](=[O:16])[NH:7][C@H:8]([C:11]1[CH:15]=[CH:14][S:13][CH:12]=1)[CH2:9][NH2:21])([CH3:4])([CH3:3])[CH3:2], predict the reactants needed to synthesize it. (6) Given the product [Br:1][C:2]1[CH:3]=[C:4]([CH:17]=[C:18]([Cl:20])[CH:19]=1)[O:5][C:6]1[C:12]([Cl:13])=[CH:11][CH:10]=[C:8]([NH2:9])[C:7]=1[NH2:14], predict the reactants needed to synthesize it. The reactants are: [Br:1][C:2]1[CH:3]=[C:4]([CH:17]=[C:18]([Cl:20])[CH:19]=1)[O:5][C:6]1[C:7]([N+:14]([O-])=O)=[C:8]([CH:10]=[CH:11][C:12]=1[Cl:13])[NH2:9].O.O.[Sn](Cl)Cl.N#N.